Dataset: Full USPTO retrosynthesis dataset with 1.9M reactions from patents (1976-2016). Task: Predict the reactants needed to synthesize the given product. (1) Given the product [CH:23]1[NH:24][C:25]2[N:16]([CH:14]3[O:15][CH:11]([CH2:10][O:9][P:1]([OH:4])([OH:3])=[O:2])[CH:12]([OH:27])[CH:13]3[OH:26])[CH:17]=[N:18][C:19]=2[C:20](=[O:21])[N:22]=1, predict the reactants needed to synthesize it. The reactants are: [P:1]([O:9][CH2:10][C@H:11]1[O:15][C@@H:14]([N:16]2[C:25]3[N:24]=[CH:23][N:22]=[C:20]([OH:21])[C:19]=3[N:18]=[CH:17]2)[C@H:13]([OH:26])[C@@H:12]1[OH:27])([O:4]P(O)(O)=O)(=[O:3])[OH:2].[Na+].[Cl-].C(O)C. (2) Given the product [CH3:43][O:42][C:39]1[CH:40]=[CH:41][C:36](/[C:34](/[CH3:35])=[CH:33]/[N:6]2[C:7]3[CH:8]=[CH:9][C:10]([CH3:13])=[CH:11][C:12]=3[C:4]3[CH2:3][N:2]([CH3:1])[CH2:15][CH2:14][C:5]2=3)=[CH:37][CH:38]=1, predict the reactants needed to synthesize it. The reactants are: [CH3:1][N:2]1[CH2:15][CH2:14][C:5]2[NH:6][C:7]3[CH:8]=[CH:9][C:10]([CH3:13])=[CH:11][C:12]=3[C:4]=2[CH2:3]1.N1CCC[C@H]1C(O)=O.P([O-])([O-])([O-])=O.[K+].[K+].[K+].Br[CH:33]=[C:34]([C:36]1[CH:41]=[CH:40][C:39]([O:42][CH3:43])=[CH:38][CH:37]=1)[CH3:35].